From a dataset of Rat liver microsome stability data. Regression/Classification. Given a drug SMILES string, predict its absorption, distribution, metabolism, or excretion properties. Task type varies by dataset: regression for continuous measurements (e.g., permeability, clearance, half-life) or binary classification for categorical outcomes (e.g., BBB penetration, CYP inhibition). Dataset: rlm. (1) The drug is CC(C)c1nc2c(Cl)cccc2n1-c1cccc(Oc2cccc(S(C)(=O)=O)c2)c1. The result is 1 (stable in rat liver microsomes). (2) The compound is CNC(=O)[C@@H](NC(=O)c1ccc(-c2ccc(COc3nc(O)c4c(n3)CCC4)c(F)c2)o1)C(C)C. The result is 1 (stable in rat liver microsomes).